From a dataset of Catalyst prediction with 721,799 reactions and 888 catalyst types from USPTO. Predict which catalyst facilitates the given reaction. Reactant: [CH3:1][NH:2][C:3]1[CH:8]=[C:7]([NH:9][C:10]2[CH:15]=[CH:14][C:13]([N:16]3[CH2:21][CH2:20][O:19][CH2:18][CH2:17]3)=[CH:12][CH:11]=2)[N:6]=[CH:5][N:4]=1.[Cl:22][C:23]1[CH:28]=[CH:27][CH:26]=[C:25]([Cl:29])[C:24]=1[N:30]=[C:31]=[O:32]. Product: [Cl:22][C:23]1[CH:28]=[CH:27][CH:26]=[C:25]([Cl:29])[C:24]=1[NH:30][C:31](=[O:32])[N:2]([CH3:1])[C:3]1[CH:8]=[C:7]([NH:9][C:10]2[CH:15]=[CH:14][C:13]([N:16]3[CH2:17][CH2:18][O:19][CH2:20][CH2:21]3)=[CH:12][CH:11]=2)[N:6]=[CH:5][N:4]=1. The catalyst class is: 12.